The task is: Predict which catalyst facilitates the given reaction.. This data is from Catalyst prediction with 721,799 reactions and 888 catalyst types from USPTO. (1) Reactant: C[O:2][C:3]([C@H:5]1[CH2:10][CH2:9][C@H:8]([CH2:11][N:12]([CH3:32])[C:13]2[S:14][C:15]([C:18]3[CH:23]=[CH:22][CH:21]=[C:20]([NH:24][C:25]4[CH:30]=[C:29]([CH3:31])[CH:28]=[CH:27][N:26]=4)[N:19]=3)=[CH:16][N:17]=2)[CH2:7][CH2:6]1)=[O:4].[OH-].[Na+].Cl.C(Cl)(Cl)Cl.C(OCC)C. Product: [CH3:32][N:12]([CH2:11][C@H:8]1[CH2:9][CH2:10][C@H:5]([C:3]([OH:4])=[O:2])[CH2:6][CH2:7]1)[C:13]1[S:14][C:15]([C:18]2[CH:23]=[CH:22][CH:21]=[C:20]([NH:24][C:25]3[CH:30]=[C:29]([CH3:31])[CH:28]=[CH:27][N:26]=3)[N:19]=2)=[CH:16][N:17]=1. The catalyst class is: 111. (2) Reactant: C([N:8]1[CH:12]=[CH:11][N:10]=[C:9]1[NH:13][C:14]([C:16]1[CH:17]=[CH:18][C:19]([C:26]2[C:31]([Cl:32])=[C:30]([O:33][CH3:34])[CH:29]=[C:28]([O:35][CH3:36])[C:27]=2[Cl:37])=[C:20]2[C:25]=1[N:24]=[CH:23][CH:22]=[CH:21]2)=[O:15])C1C=CC=CC=1. Product: [NH:8]1[CH:12]=[CH:11][N:10]=[C:9]1[NH:13][C:14]([C:16]1[CH:17]=[CH:18][C:19]([C:26]2[C:31]([Cl:32])=[C:30]([O:33][CH3:34])[CH:29]=[C:28]([O:35][CH3:36])[C:27]=2[Cl:37])=[C:20]2[C:25]=1[N:24]=[CH:23][CH:22]=[CH:21]2)=[O:15]. The catalyst class is: 19. (3) Reactant: [CH2:1]=[C:2]1[C:10]2[CH:9]=[CH:8][CH:7]=[C:6]([C:11]([O:13]C)=O)[C:5]=2[CH2:4][CH2:3]1.[OH-:15].[Na+].OO.[NH4+].[Cl-].CC(C[AlH]CC(C)C)C. Product: [CH:2]1([CH2:1][OH:15])[C:10]2[C:5](=[C:6]([CH2:11][OH:13])[CH:7]=[CH:8][CH:9]=2)[CH2:4][CH2:3]1. The catalyst class is: 569. (4) Reactant: [H-].[Na+].[CH:3]1[C:15]2[NH:14][C:13]3[C:8](=[CH:9][CH:10]=[CH:11][CH:12]=3)[C:7]=2[CH:6]=[CH:5][CH:4]=1.[H][H].Cl.[CH2:19]([N:21]([CH2:25][CH3:26])[CH2:22][CH2:23]Cl)[CH3:20]. Product: [CH2:19]([N:21]([CH2:25][CH3:26])[CH2:22][CH2:23][N:14]1[C:13]2[CH:12]=[CH:11][CH:10]=[CH:9][C:8]=2[C:7]2[C:15]1=[CH:3][CH:4]=[CH:5][CH:6]=2)[CH3:20]. The catalyst class is: 18. (5) Reactant: [CH3:1][O:2][C:3]([C:5]1[C:10]([NH2:11])=[N:9][C:8](Cl)=[C:7]([Cl:13])[N:6]=1)=[O:4].[CH3:14][O:15][C:16]([C:18]1[C:23]([NH2:24])=[N:22][C:21](Cl)=[C:20]([Br:26])[N:19]=1)=[O:17].[CH3:27][O:28][CH2:29][CH2:30][NH2:31].CCN(CC)CC. Product: [CH3:14][O:15][C:16]([C:18]1[C:23]([NH2:24])=[N:22][C:21]([NH:6][CH2:5][CH2:3][O:2][CH3:1])=[C:20]([Br:26])[N:19]=1)=[O:17].[CH3:1][O:2][C:3]([C:5]1[C:10]([NH2:11])=[N:9][C:8]([NH:31][CH2:30][CH2:29][O:28][CH3:27])=[C:7]([Cl:13])[N:6]=1)=[O:4]. The catalyst class is: 18. (6) Reactant: [Cl:1][C:2]1[CH:23]=[C:22]([Cl:24])[CH:21]=[CH:20][C:3]=1[C:4]([C:6]1[N:14]2[C:9]([CH:10]=[CH:11][C:12]([C:15]([O:17][CH3:18])=[O:16])=[CH:13]2)=[CH:8][C:7]=1[CH3:19])=O.C(=O)([O-])O.[Na+]. Product: [Cl:1][C:2]1[CH:23]=[C:22]([Cl:24])[CH:21]=[CH:20][C:3]=1[CH2:4][C:6]1[N:14]2[C:9]([CH:10]=[CH:11][C:12]([C:15]([O:17][CH3:18])=[O:16])=[CH:13]2)=[CH:8][C:7]=1[CH3:19]. The catalyst class is: 7. (7) Reactant: C1C(=O)N([Br:8])C(=O)C1.[CH3:9][C:10]1[S:14][C:13]([C:15]([O:17]C)=[O:16])=[CH:12][C:11]=1[C:19]1[N:23]([CH3:24])[N:22]=[CH:21][CH:20]=1.[OH-].[Na+]. Product: [Br:8][C:20]1[CH:21]=[N:22][N:23]([CH3:24])[C:19]=1[C:11]1[CH:12]=[C:13]([C:15]([OH:17])=[O:16])[S:14][C:10]=1[CH3:9]. The catalyst class is: 7.